Dataset: Reaction yield outcomes from USPTO patents with 853,638 reactions. Task: Predict the reaction yield, written as a fraction of the theoretical maximum amount of product (1.0 means a 100% yield; for example, 0.34 means a 34% yield). The reactants are C([N:8]1[CH2:14][C:13]2[CH:15]=[C:16]([O:22][CH3:23])[C:17]([N+:19]([O-:21])=[O:20])=[CH:18][C:12]=2[NH:11][C:10](=[O:24])[CH2:9]1)C1C=CC=CC=1.Cl[C:26]([O:28][CH2:29][C:30]1[CH:35]=[CH:34][CH:33]=[CH:32][CH:31]=1)=[O:27]. The catalyst is ClCCCl. The product is [CH2:29]([O:28][C:26]([N:8]1[CH2:14][C:13]2[CH:15]=[C:16]([O:22][CH3:23])[C:17]([N+:19]([O-:21])=[O:20])=[CH:18][C:12]=2[NH:11][C:10](=[O:24])[CH2:9]1)=[O:27])[C:30]1[CH:35]=[CH:34][CH:33]=[CH:32][CH:31]=1. The yield is 0.400.